This data is from Catalyst prediction with 721,799 reactions and 888 catalyst types from USPTO. The task is: Predict which catalyst facilitates the given reaction. (1) Reactant: [N+:1]([C:4]1[CH:5]=[N:6][S:7][C:8]=1[N:9]1[CH2:14][C@H:13]([C:15]([F:18])([F:17])[F:16])[CH2:12][C@H:11]([NH:19][C:20](=[O:26])[O:21][C:22]([CH3:25])([CH3:24])[CH3:23])[CH2:10]1)([O-])=O.[NH4+].[Cl-].CCO. Product: [NH2:1][C:4]1[CH:5]=[N:6][S:7][C:8]=1[N:9]1[CH2:14][C@H:13]([C:15]([F:16])([F:18])[F:17])[CH2:12][C@H:11]([NH:19][C:20](=[O:26])[O:21][C:22]([CH3:24])([CH3:23])[CH3:25])[CH2:10]1. The catalyst class is: 150. (2) Reactant: [NH2:1][C:2]1([CH3:23])[CH2:7][CH2:6][N:5]([CH2:8][C@H:9]2[N:19]3[C:20]4[N:11]([C:12](=[O:22])[CH:13]=[CH:14][C:15]=4[CH:16]=[CH:17][C:18]3=[O:21])[CH2:10]2)[CH2:4][CH2:3]1.[S:24]1[C:32]2[CH:31]=[C:30]([CH:33]=O)[N:29]=[CH:28][C:27]=2[O:26][CH2:25]1.C(O[BH-](OC(=O)C)OC(=O)C)(=O)C.[Na+].C([O-])(O)=O.[Na+].C(Cl)(Cl)[Cl:55]. Product: [ClH:55].[CH3:23][C:2]1([NH:1][CH2:33][C:30]2[N:29]=[CH:28][C:27]3[O:26][CH2:25][S:24][C:32]=3[CH:31]=2)[CH2:3][CH2:4][N:5]([CH2:8][C@H:9]2[N:19]3[C:20]4[N:11]([C:12](=[O:22])[CH:13]=[CH:14][C:15]=4[CH:16]=[CH:17][C:18]3=[O:21])[CH2:10]2)[CH2:6][CH2:7]1. The catalyst class is: 5. (3) Reactant: [Cl:1][CH2:2][C@H:3]1[C:11]2[C:6](=[CH:7][C:8]([OH:16])=[C:9]3[S:14][CH:13]=[C:12]([CH3:15])[C:10]3=2)[N:5]([C:17]([C:19]2[NH:20][C:21]3[C:26]([CH:27]=2)=[CH:25][C:24]([NH:28][C:29]([C:31]2[NH:32][C:33]4[C:38]([CH:39]=2)=[CH:37][C:36]([O:40][CH2:41][CH2:42][N:43]2[CH2:47][CH2:46][CH2:45][CH2:44]2)=[CH:35][CH:34]=4)=[O:30])=[CH:23][CH:22]=3)=[O:18])[CH2:4]1.Cl[C:49](OC1C=CC([N+]([O-])=O)=CC=1)=[O:50].C(N(CC)CC)C.[O:68]=[C:69]1[CH:73]=[CH:72][C:71](=[O:74])[N:70]1[CH2:75][CH2:76][CH2:77][CH2:78][CH2:79][C:80]([NH:82][C@H:83]([C:87]([NH:89][C@H:90]([C:98]([NH:100][C:101]1[CH:106]=[CH:105][C:104]([CH2:107][O:108][C:109](=[O:119])[N:110]([CH2:112][C:113]([CH3:118])([CH3:117])[CH2:114][NH:115][CH3:116])[CH3:111])=[CH:103][CH:102]=1)=[O:99])[CH2:91][CH2:92][CH2:93][NH:94][C:95](=[O:97])[NH2:96])=[O:88])[CH:84]([CH3:86])[CH3:85])=[O:81]. Product: [O:74]=[C:71]1[CH:72]=[CH:73][C:69](=[O:68])[N:70]1[CH2:75][CH2:76][CH2:77][CH2:78][CH2:79][C:80]([NH:82][C@H:83]([C:87]([NH:89][C@H:90]([C:98]([NH:100][C:101]1[CH:106]=[CH:105][C:104]([CH2:107][O:108][C:109](=[O:119])[N:110]([CH2:112][C:113]([CH3:117])([CH3:118])[CH2:114][N:115]([C:49]([O:16][C:8]2[CH:7]=[C:6]3[C:11]([C@H:3]([CH2:2][Cl:1])[CH2:4][N:5]3[C:17]([C:19]3[NH:20][C:21]4[C:26]([CH:27]=3)=[CH:25][C:24]([NH:28][C:29]([C:31]3[NH:32][C:33]5[C:38]([CH:39]=3)=[CH:37][C:36]([O:40][CH2:41][CH2:42][N:43]3[CH2:47][CH2:46][CH2:45][CH2:44]3)=[CH:35][CH:34]=5)=[O:30])=[CH:23][CH:22]=4)=[O:18])=[C:10]3[C:12]([CH3:15])=[CH:13][S:14][C:9]=23)=[O:50])[CH3:116])[CH3:111])=[CH:103][CH:102]=1)=[O:99])[CH2:91][CH2:92][CH2:93][NH:94][C:95](=[O:97])[NH2:96])=[O:88])[CH:84]([CH3:85])[CH3:86])=[O:81]. The catalyst class is: 168. (4) Reactant: C(N(C1C=CC=CC=1)S(C1C=CC(N2C(=O)C3CN(C(OC(C)(C)C)=O)CCC=3N2)=NC=1)(=O)=O)C.[CH:36]1([N:41]([CH2:60][CH:61]2[CH2:65][O:64]C(C)(C)[O:62]2)[S:42]([C:45]2[CH:46]=[N:47][C:48]([N:51]3[C:55](=[O:56])[C:54]4[CH2:57][S:58][CH2:59][C:53]=4[NH:52]3)=[CH:49][CH:50]=2)(=[O:44])=[O:43])[CH2:40][CH2:39][CH2:38][CH2:37]1. Product: [CH:36]1([N:41]([CH2:60][CH:61]([OH:62])[CH2:65][OH:64])[S:42]([C:45]2[CH:46]=[N:47][C:48]([N:51]3[C:55](=[O:56])[C:54]4[CH2:57][S:58][CH2:59][C:53]=4[NH:52]3)=[CH:49][CH:50]=2)(=[O:43])=[O:44])[CH2:40][CH2:39][CH2:38][CH2:37]1. The catalyst class is: 52. (5) The catalyst class is: 6. Product: [NH2:5][CH:3]([CH3:4])[CH2:2][NH:1][CH2:7][CH:8]([NH2:9])[CH3:10]. Reactant: [NH2:1][CH2:2][CH:3]([NH2:5])[CH3:4].Cl.[CH3:7][CH:8]1[CH2:10][NH:9]1. (6) Reactant: CC([O-])(C)C.[K+].[CH3:7][C:8]([C:10]1[CH:15]=[CH:14][C:13]([Cl:16])=[C:12]([Cl:17])[CH:11]=1)=[O:9].[CH2:18]([O:20][C:21](=[O:27])[C:22](OCC)=[O:23])[CH3:19].Cl. Product: [Cl:17][C:12]1[CH:11]=[C:10]([C:8](=[O:9])[CH2:7][C:22](=[O:23])[C:21]([O:20][CH2:18][CH3:19])=[O:27])[CH:15]=[CH:14][C:13]=1[Cl:16]. The catalyst class is: 48. (7) Reactant: [C:1]1([N:7]2[C:15]3[CH:14]=[CH:13][N:12]=[CH:11][C:10]=3[N:9]=[N:8]2)[CH:6]=[CH:5][CH:4]=[CH:3][CH:2]=1. Product: [C:1]1([N:7]2[C:15]3[CH2:14][CH2:13][NH:12][CH2:11][C:10]=3[N:9]=[N:8]2)[CH:2]=[CH:3][CH:4]=[CH:5][CH:6]=1. The catalyst class is: 458.